Predict the reactants needed to synthesize the given product. From a dataset of Full USPTO retrosynthesis dataset with 1.9M reactions from patents (1976-2016). Given the product [F:1][C:2]1[CH:7]=[CH:6][C:5]([C:8]2[N:9]=[CH:10][N:11]([CH2:26][CH2:27][N:28]3[CH2:29][CH2:30][O:31][CH2:32][CH2:33]3)[C:12]=2[C:13]2[CH:14]=[CH:15][C:16]3[N:17]([CH:19]=[C:20]([NH2:22])[N:21]=3)[N:18]=2)=[CH:4][CH:3]=1, predict the reactants needed to synthesize it. The reactants are: [F:1][C:2]1[CH:7]=[CH:6][C:5]([C:8]2[N:9]=[CH:10][N:11]([CH2:26][CH2:27][N:28]3[CH2:33][CH2:32][O:31][CH2:30][CH2:29]3)[C:12]=2[C:13]2[CH:14]=[CH:15][C:16]3[N:17]([CH:19]=[C:20]([NH:22]C(=O)C)[N:21]=3)[N:18]=2)=[CH:4][CH:3]=1.Cl.